Dataset: Forward reaction prediction with 1.9M reactions from USPTO patents (1976-2016). Task: Predict the product of the given reaction. (1) Given the reactants [Cl:1][C:2]1[C:6]([Cl:7])=[C:5]([C:8]#[N:9])[NH:4][C:3]=1[C:10]([OH:12])=O.S(Cl)([Cl:15])=O, predict the reaction product. The product is: [Cl:1][C:2]1[C:6]([Cl:7])=[C:5]([C:8]#[N:9])[NH:4][C:3]=1[C:10]([Cl:15])=[O:12]. (2) Given the reactants C(O[C:6]([CH:8]1[N:13]([CH3:14])[CH2:12][C:11]2[S:15][C:16]([C:18]([N:20]3[CH2:25][CH2:24][N:23]([S:26]([C:29]4[NH:30][C:31]5[C:36]([CH:37]=4)=[CH:35][C:34]([Cl:38])=[CH:33][CH:32]=5)(=[O:28])=[O:27])[CH2:22][CH:21]3[C:39](=[O:42])[NH:40][CH3:41])=[O:19])=[N:17][C:10]=2[CH2:9]1)=O)(C)(C)C.C(OCC)C, predict the reaction product. The product is: [ClH:38].[Cl:38][C:34]1[CH:35]=[C:36]2[C:31](=[CH:32][CH:33]=1)[NH:30][C:29]([S:26]([N:23]1[CH2:24][CH2:25][N:20]([C:18]([C:16]3[S:15][C:11]4[CH2:12][N:13]([CH3:14])[CH:8]([CH3:6])[CH2:9][C:10]=4[N:17]=3)=[O:19])[CH:21]([C:39](=[O:42])[NH:40][CH3:41])[CH2:22]1)(=[O:28])=[O:27])=[CH:37]2. (3) Given the reactants C(OC([N:8]1[CH2:12][CH2:11][CH:10]([C:13]([NH:15][CH:16]2[CH2:18][CH2:17]2)=[O:14])[CH2:9]1)=O)(C)(C)C, predict the reaction product. The product is: [CH:16]1([NH:15][C:13]([CH:10]2[CH2:11][CH2:12][NH:8][CH2:9]2)=[O:14])[CH2:18][CH2:17]1.